This data is from Reaction yield outcomes from USPTO patents with 853,638 reactions. The task is: Predict the reaction yield, written as a fraction of the theoretical maximum amount of product (1.0 means a 100% yield; for example, 0.34 means a 34% yield). (1) The reactants are [F:1][C:2]1[C:3]([C:9]#[N:10])=[N:4][CH:5]=[CH:6][C:7]=1I.[CH3:11][C:12]1[CH:17]=[CH:16][N:15]=[CH:14][C:13]=1B(O)O.C(=O)([O-])[O-].[Cs+].[Cs+]. The catalyst is O1CCOCC1.O.C(Cl)Cl. The product is [F:1][C:2]1[C:3]([C:9]#[N:10])=[N:4][CH:5]=[CH:6][C:7]=1[C:13]1[CH:14]=[N:15][CH:16]=[CH:17][C:12]=1[CH3:11]. The yield is 0.184. (2) The reactants are [F:1][C:2]1[CH:7]=[CH:6][CH:5]=[CH:4][C:3]=1[CH2:8][O:9][C:10]1[CH:15]=[CH:14][C:13]([C@@H:16]2[N:20]([C:21]([O:23][CH2:24][C:25]3[CH:30]=[CH:29][CH:28]=[CH:27][CH:26]=3)=[O:22])[C@:19]([CH2:35][OH:36])([C:31]([O:33][CH3:34])=[O:32])[CH2:18][CH2:17]2)=[CH:12][CH:11]=1.N1C=CN=C1.[Si:42](Cl)([C:45]([CH3:48])([CH3:47])[CH3:46])([CH3:44])[CH3:43]. The catalyst is CN(C=O)C. The product is [CH3:46][C:45]([Si:42]([CH3:44])([CH3:43])[O:36][CH2:35][C@@:19]1([C:31]([O:33][CH3:34])=[O:32])[CH2:18][CH2:17][C@H:16]([C:13]2[CH:12]=[CH:11][C:10]([O:9][CH2:8][C:3]3[CH:4]=[CH:5][CH:6]=[CH:7][C:2]=3[F:1])=[CH:15][CH:14]=2)[N:20]1[C:21]([O:23][CH2:24][C:25]1[CH:30]=[CH:29][CH:28]=[CH:27][CH:26]=1)=[O:22])([CH3:48])[CH3:47]. The yield is 0.740. (3) The reactants are [OH:1][C:2]1[CH:3]=[CH:4][C:5]2[N:9]=[C:8]([CH2:10][O:11][C:12]3[CH:13]=[C:14]([CH:19]=[CH:20][CH:21]=3)[C:15]([O:17][CH3:18])=[O:16])[N:7]([CH3:22])[C:6]=2[CH:23]=1.[Br:24][C:25]1[CH:26]=[C:27]([CH3:32])[C:28](F)=[N:29][CH:30]=1.N1C2C(=CC=C3C=2N=CC=C3)C=CC=1.C(=O)([O-])[O-].[Cs+].[Cs+]. The catalyst is [Cu](I)I.CN(C=O)C. The product is [Br:24][C:25]1[CH:26]=[C:27]([CH3:32])[C:28]([O:1][C:2]2[CH:3]=[CH:4][C:5]3[N:9]=[C:8]([CH2:10][O:11][C:12]4[CH:13]=[C:14]([CH:19]=[CH:20][CH:21]=4)[C:15]([O:17][CH3:18])=[O:16])[N:7]([CH3:22])[C:6]=3[CH:23]=2)=[N:29][CH:30]=1. The yield is 0.140. (4) The reactants are [O:1]([C:8]1[CH:9]=[C:10]([OH:18])[CH:11]=[C:12]([C:14]([F:17])([F:16])[F:15])[CH:13]=1)[C:2]1[CH:7]=[CH:6][CH:5]=[CH:4][CH:3]=1.CCN(C(C)C)C(C)C.[F:28][C:29]([F:42])([F:41])[S:30](O[S:30]([C:29]([F:42])([F:41])[F:28])(=[O:32])=[O:31])(=[O:32])=[O:31].O. The catalyst is C(Cl)Cl. The product is [O:1]([C:8]1[CH:9]=[C:10]([O:18][S:30]([C:29]([F:42])([F:41])[F:28])(=[O:32])=[O:31])[CH:11]=[C:12]([C:14]([F:15])([F:16])[F:17])[CH:13]=1)[C:2]1[CH:3]=[CH:4][CH:5]=[CH:6][CH:7]=1. The yield is 0.940.